From a dataset of Catalyst prediction with 721,799 reactions and 888 catalyst types from USPTO. Predict which catalyst facilitates the given reaction. (1) Reactant: [F:1][C:2]1[CH:3]=[C:4]([NH:13][S:14]([C:17]2[CH:25]=[CH:24][C:20]([C:21](O)=[O:22])=[CH:19][CH:18]=2)(=[O:16])=[O:15])[CH:5]=[C:6]([F:12])[C:7]=1[C:8]([O:10]C)=[O:9].[CH:26]1([CH2:29][NH2:30])[CH2:28][CH2:27]1.CN(C(ON1N=NC2C=CC=NC1=2)=[N+](C)C)C.F[P-](F)(F)(F)(F)F.C1C=NC2N(O)N=NC=2C=1.C(N(CC)CC)C. Product: [CH:26]1([CH2:29][NH:30][C:21]([C:20]2[CH:19]=[CH:18][C:17]([S:14]([NH:13][C:4]3[CH:3]=[C:2]([F:1])[C:7]([C:8]([OH:10])=[O:9])=[C:6]([F:12])[CH:5]=3)(=[O:15])=[O:16])=[CH:25][CH:24]=2)=[O:22])[CH2:28][CH2:27]1. The catalyst class is: 4. (2) Reactant: [CH2:1]([O:3][P:4]([CH2:9][O:10][CH:11]([CH2:28][O:29][C:30]1[CH:35]=[CH:34][CH:33]=[CH:32][CH:31]=1)[CH2:12][N:13]1[CH:21]=[N:20][C:19]2[C:14]1=[N:15][C:16]([O:23][CH2:24][CH2:25][O:26][CH3:27])=[N:17][C:18]=2[NH2:22])(=[O:8])[O:5][CH2:6][CH3:7])[CH3:2].C1C(=O)N([Br:43])C(=O)C1. Product: [CH2:6]([O:5][P:4]([CH2:9][O:10][CH:11]([CH2:28][O:29][C:30]1[CH:31]=[CH:32][CH:33]=[CH:34][CH:35]=1)[CH2:12][N:13]1[C:21]([Br:43])=[N:20][C:19]2[C:14]1=[N:15][C:16]([O:23][CH2:24][CH2:25][O:26][CH3:27])=[N:17][C:18]=2[NH2:22])(=[O:8])[O:3][CH2:1][CH3:2])[CH3:7]. The catalyst class is: 23. (3) The catalyst class is: 5. Reactant: [F:1][C:2]1[CH:7]=[C:6]([C:8]#[N:9])[CH:5]=[CH:4][C:3]=1[C:10]1[CH:15]=[CH:14][CH:13]=[CH:12][CH:11]=1.Cl.[NH2:17][OH:18].C(=O)([O-])O.[Na+]. Product: [F:1][C:2]1[CH:7]=[C:6]([C:8]([NH:17][OH:18])=[NH:9])[CH:5]=[CH:4][C:3]=1[C:10]1[CH:11]=[CH:12][CH:13]=[CH:14][CH:15]=1. (4) Reactant: Br[C:2]1[CH:3]=[C:4]([CH:25]=[CH:26][N:27]=1)[C:5]([NH:7][C:8]1[S:9][C:10]2[C:16]([N:17]3[CH2:22][CH2:21][O:20][CH2:19][CH2:18]3)=[CH:15][CH:14]=[C:13]([O:23][CH3:24])[C:11]=2[N:12]=1)=[O:6].[H-].[Na+].[CH:30]([OH:33])([CH3:32])[CH3:31]. Product: [CH:30]([O:33][C:2]1[CH:3]=[C:4]([CH:25]=[CH:26][N:27]=1)[C:5]([NH:7][C:8]1[S:9][C:10]2[C:16]([N:17]3[CH2:22][CH2:21][O:20][CH2:19][CH2:18]3)=[CH:15][CH:14]=[C:13]([O:23][CH3:24])[C:11]=2[N:12]=1)=[O:6])([CH3:32])[CH3:31]. The catalyst class is: 887. (5) The catalyst class is: 74. Reactant: [OH:1][P:2]([O-:5])([OH:4])=[O:3].[OH:6][P:7]([O-:10])([O-:9])=[O:8].[Na+:11].[Na+].[Na+].[Cl-:14].[Cl-].[K+:16].[K+]. Product: [P:2]([O-:5])([O-:4])([O-:3])=[O:1].[OH:8][P:7]([O-:10])([OH:9])=[O:6].[OH:3][P:2]([O-:5])([O-:4])=[O:1].[Na+:11].[Na+:11].[Na+:11].[Cl-:14].[Cl-:14].[K+:16].[K+:16]. (6) Reactant: Cl.[CH3:2][O:3][C:4]1[CH:16]=[CH:15][C:7]([CH2:8][C@@H:9]([C:11]([O:13][CH3:14])=[O:12])[NH2:10])=[CH:6][CH:5]=1.C(N(CC)CC)C.[F:24][C:25]1[CH:35]=[CH:34][C:28]([CH:29]=[CH:30][C:31](O)=[O:32])=[CH:27][CH:26]=1.CCN=C=NCCCN(C)C.Cl. Product: [F:24][C:25]1[CH:26]=[CH:27][C:28]([CH:29]=[CH:30][C:31]([NH:10][C@H:9]([C:11]([O:13][CH3:14])=[O:12])[CH2:8][C:7]2[CH:6]=[CH:5][C:4]([O:3][CH3:2])=[CH:16][CH:15]=2)=[O:32])=[CH:34][CH:35]=1. The catalyst class is: 2. (7) Reactant: C[O:2][C:3]([C:5]1[C:19]([NH:20][C:21]2[CH:26]=[CH:25][C:24]([Br:27])=[CH:23][C:22]=2[Cl:28])=[C:18]([F:29])[C:8]2[N:9]=[CH:10][N:11]([CH2:12][CH2:13][S:14]([CH3:17])(=[O:16])=[O:15])[C:7]=2[CH:6]=1)=O.[BH4-].[Na+]. Product: [Br:27][C:24]1[CH:25]=[CH:26][C:21]([NH:20][C:19]2[C:5]([CH2:3][OH:2])=[CH:6][C:7]3[N:11]([CH2:12][CH2:13][S:14]([CH3:17])(=[O:16])=[O:15])[CH:10]=[N:9][C:8]=3[C:18]=2[F:29])=[C:22]([Cl:28])[CH:23]=1. The catalyst class is: 301.